Dataset: Forward reaction prediction with 1.9M reactions from USPTO patents (1976-2016). Task: Predict the product of the given reaction. Given the reactants C1CCN2C(=NCCC2)CC1.[C:12]1([C:18]2[C:22]3[CH:23]=[CH:24][CH:25]=[CH:26][C:21]=3[O:20][C:19]=2[CH:27](O)[CH3:28])[CH:17]=[CH:16][CH:15]=[CH:14][CH:13]=1.C1(P([N:44]=[N+:45]=[N-:46])(C2C=CC=CC=2)=O)C=CC=CC=1, predict the reaction product. The product is: [N:44]([CH:27]([C:19]1[O:20][C:21]2[CH:26]=[CH:25][CH:24]=[CH:23][C:22]=2[C:18]=1[C:12]1[CH:17]=[CH:16][CH:15]=[CH:14][CH:13]=1)[CH3:28])=[N+:45]=[N-:46].